Dataset: Peptide-MHC class I binding affinity with 185,985 pairs from IEDB/IMGT. Task: Regression. Given a peptide amino acid sequence and an MHC pseudo amino acid sequence, predict their binding affinity value. This is MHC class I binding data. The peptide sequence is VVTVLWALY. The MHC is HLA-A25:01 with pseudo-sequence HLA-A25:01. The binding affinity (normalized) is 0.0847.